From a dataset of NCI-60 drug combinations with 297,098 pairs across 59 cell lines. Regression. Given two drug SMILES strings and cell line genomic features, predict the synergy score measuring deviation from expected non-interaction effect. (1) Drug 1: CC1=C(N=C(N=C1N)C(CC(=O)N)NCC(C(=O)N)N)C(=O)NC(C(C2=CN=CN2)OC3C(C(C(C(O3)CO)O)O)OC4C(C(C(C(O4)CO)O)OC(=O)N)O)C(=O)NC(C)C(C(C)C(=O)NC(C(C)O)C(=O)NCCC5=NC(=CS5)C6=NC(=CS6)C(=O)NCCC[S+](C)C)O. Drug 2: C1=CC=C(C(=C1)C(C2=CC=C(C=C2)Cl)C(Cl)Cl)Cl. Cell line: NCI/ADR-RES. Synergy scores: CSS=26.4, Synergy_ZIP=6.05, Synergy_Bliss=9.34, Synergy_Loewe=-29.0, Synergy_HSA=1.22. (2) Drug 1: C1=CN(C=N1)CC(O)(P(=O)(O)O)P(=O)(O)O. Drug 2: CC(C)CN1C=NC2=C1C3=CC=CC=C3N=C2N. Cell line: UO-31. Synergy scores: CSS=-1.81, Synergy_ZIP=0.0330, Synergy_Bliss=-1.40, Synergy_Loewe=-1.41, Synergy_HSA=-1.90. (3) Drug 1: CCCCCOC(=O)NC1=NC(=O)N(C=C1F)C2C(C(C(O2)C)O)O. Drug 2: CC12CCC3C(C1CCC2O)C(CC4=C3C=CC(=C4)O)CCCCCCCCCS(=O)CCCC(C(F)(F)F)(F)F. Cell line: T-47D. Synergy scores: CSS=10.3, Synergy_ZIP=-0.181, Synergy_Bliss=4.67, Synergy_Loewe=-0.396, Synergy_HSA=1.87. (4) Drug 1: C1CC(C1)(C2=CC=C(C=C2)C3=C(C=C4C(=N3)C=CN5C4=NNC5=O)C6=CC=CC=C6)N. Drug 2: COCCOC1=C(C=C2C(=C1)C(=NC=N2)NC3=CC=CC(=C3)C#C)OCCOC. Cell line: T-47D. Synergy scores: CSS=42.8, Synergy_ZIP=-1.26, Synergy_Bliss=-4.24, Synergy_Loewe=0.876, Synergy_HSA=3.03. (5) Drug 1: CC12CCC(CC1=CCC3C2CCC4(C3CC=C4C5=CN=CC=C5)C)O. Drug 2: CC1=C(C(=CC=C1)Cl)NC(=O)C2=CN=C(S2)NC3=CC(=NC(=N3)C)N4CCN(CC4)CCO. Cell line: HOP-62. Synergy scores: CSS=26.3, Synergy_ZIP=4.01, Synergy_Bliss=12.7, Synergy_Loewe=11.2, Synergy_HSA=12.0. (6) Drug 1: C1C(C(OC1N2C=NC3=C(N=C(N=C32)Cl)N)CO)O. Drug 2: C1=CC=C(C=C1)NC(=O)CCCCCCC(=O)NO. Cell line: IGROV1. Synergy scores: CSS=18.9, Synergy_ZIP=-7.19, Synergy_Bliss=1.87, Synergy_Loewe=0.983, Synergy_HSA=2.59.